From a dataset of Forward reaction prediction with 1.9M reactions from USPTO patents (1976-2016). Predict the product of the given reaction. Given the reactants Br[Zn][CH2:3][C:4]([O:6][CH2:7][CH3:8])=[O:5].[CH3:9][C:10]1[C:11](=[O:18])[C:12]([CH3:17])=[CH:13][C:14](=[O:16])[CH:15]=1.Cl.C(OCC)(=O)C, predict the reaction product. The product is: [OH:16][C:14]1([CH2:3][C:4]([O:6][CH2:7][CH3:8])=[O:5])[CH:13]=[C:12]([CH3:17])[C:11](=[O:18])[C:10]([CH3:9])=[CH:15]1.